Dataset: Forward reaction prediction with 1.9M reactions from USPTO patents (1976-2016). Task: Predict the product of the given reaction. (1) Given the reactants [O:1]=[C:2]([C:11]1[O:12][C:13]([C:16]2[CH:21]=[CH:20][CH:19]=[CH:18][N:17]=2)=[CH:14][N:15]=1)[CH2:3][CH2:4][CH2:5][CH2:6][C:7]([O:9]C)=O.[NH2:22][C:23]1[CH:28]=[CH:27][CH:26]=[CH:25][CH:24]=1, predict the reaction product. The product is: [O:1]=[C:2]([C:11]1[O:12][C:13]([C:16]2[CH:21]=[CH:20][CH:19]=[CH:18][N:17]=2)=[CH:14][N:15]=1)[CH2:3][CH2:4][CH2:5][CH2:6][C:7]([NH:22][C:23]1[CH:28]=[CH:27][CH:26]=[CH:25][CH:24]=1)=[O:9]. (2) Given the reactants [C:1]1([C:18]2[CH:23]=[CH:22][CH:21]=[CH:20][CH:19]=2)[CH:6]=[CH:5][CH:4]=[CH:3][C:2]=1[CH2:7][C:8]1[CH:9]=[CH:10][C:11]2[N:12]([C:14](=O)[NH:15][N:16]=2)[N:13]=1.P(Cl)(Cl)([Cl:26])=O, predict the reaction product. The product is: [C:1]1([C:18]2[CH:23]=[CH:22][CH:21]=[CH:20][CH:19]=2)[CH:6]=[CH:5][CH:4]=[CH:3][C:2]=1[CH2:7][C:8]1[CH:9]=[CH:10][C:11]2[N:12]([C:14]([Cl:26])=[N:15][N:16]=2)[N:13]=1.